The task is: Regression. Given two drug SMILES strings and cell line genomic features, predict the synergy score measuring deviation from expected non-interaction effect.. This data is from NCI-60 drug combinations with 297,098 pairs across 59 cell lines. (1) Drug 1: C1CCC(C(C1)N)N.C(=O)(C(=O)[O-])[O-].[Pt+4]. Drug 2: C1CN(P(=O)(OC1)NCCCl)CCCl. Cell line: T-47D. Synergy scores: CSS=3.42, Synergy_ZIP=-21.8, Synergy_Bliss=-40.9, Synergy_Loewe=-40.4, Synergy_HSA=-39.7. (2) Drug 1: CN1CCC(CC1)COC2=C(C=C3C(=C2)N=CN=C3NC4=C(C=C(C=C4)Br)F)OC. Drug 2: C1=CN(C=N1)CC(O)(P(=O)(O)O)P(=O)(O)O. Cell line: NCI-H460. Synergy scores: CSS=-2.94, Synergy_ZIP=-0.817, Synergy_Bliss=-9.44, Synergy_Loewe=-12.8, Synergy_HSA=-10.8.